From a dataset of Forward reaction prediction with 1.9M reactions from USPTO patents (1976-2016). Predict the product of the given reaction. (1) Given the reactants [CH3:1][N:2]1[C:6](=[O:7])[CH:5]=[CH:4][C:3]1=[O:8].NC[C:11]1[CH:18]=[CH:17][CH:16]=[CH:15][C:12]=1[CH2:13][NH2:14].[NH2:19][CH2:20]C1C=CC(F)=CC=1CN, predict the reaction product. The product is: [CH3:1][N:2]1[C:6](=[O:7])[CH2:5][CH:4]([N:14]2[CH2:13][C:12]3[C:11](=[CH:18][CH:17]=[CH:16][CH:15]=3)[N:19]=[CH:20]2)[C:3]1=[O:8]. (2) Given the reactants [I:1][C:2]1[N:3]=[N:4][C:5](I)=[CH:6][CH:7]=1.[CH2:9]([O:16]CC1C=CC=CC=1)[C:10]1[CH:15]=[CH:14][CH:13]=[CH:12][CH:11]=1.[Na], predict the reaction product. The product is: [CH2:9]([O:16][C:5]1[N:4]=[N:3][C:2]([I:1])=[CH:7][CH:6]=1)[C:10]1[CH:15]=[CH:14][CH:13]=[CH:12][CH:11]=1. (3) Given the reactants Br[C:2]1[S:10][C:9]2[C:8](=[O:11])[N:7]([CH:12]3[CH2:17][CH2:16][N:15]([C:18]([O:20][C:21]([CH3:24])([CH3:23])[CH3:22])=[O:19])[CH2:14][CH2:13]3)[C:6](=[O:25])[N:5]([CH2:26][C:27]3[CH:32]=[CH:31][C:30]([O:33][CH3:34])=[C:29]([F:35])[CH:28]=3)[C:4]=2[CH:3]=1.[CH3:36][O:37][C:38]1[CH:43]=[CH:42][CH:41]=[CH:40][C:39]=1B(O)O.C(=O)([O-])[O-].[Cs+].[Cs+], predict the reaction product. The product is: [F:35][C:29]1[CH:28]=[C:27]([CH:32]=[CH:31][C:30]=1[O:33][CH3:34])[CH2:26][N:5]1[C:4]2[CH:3]=[C:2]([C:39]3[CH:40]=[CH:41][CH:42]=[CH:43][C:38]=3[O:37][CH3:36])[S:10][C:9]=2[C:8](=[O:11])[N:7]([CH:12]2[CH2:17][CH2:16][N:15]([C:18]([O:20][C:21]([CH3:22])([CH3:23])[CH3:24])=[O:19])[CH2:14][CH2:13]2)[C:6]1=[O:25]. (4) The product is: [CH:18]([N:15]1[C:16]2[CH:17]=[C:9]3[N:8]=[C:7]([C:3]4[C:2]([NH:1][C:28]([CH:25]5[CH2:27][CH2:26]5)=[O:29])=[CH:6][NH:5][N:4]=4)[NH:24][C:10]3=[CH:11][C:12]=2[C:13]([CH3:22])([CH3:23])[C:14]1=[O:21])([CH3:19])[CH3:20]. Given the reactants [NH2:1][C:2]1[C:3]([C:7]2[NH:24][C:10]3=[CH:11][C:12]4[C:13]([CH3:23])([CH3:22])[C:14](=[O:21])[N:15]([CH:18]([CH3:20])[CH3:19])[C:16]=4[CH:17]=[C:9]3[N:8]=2)=[N:4][NH:5][CH:6]=1.[CH:25]1([C:28](Cl)=[O:29])[CH2:27][CH2:26]1, predict the reaction product. (5) Given the reactants [C:1]1([CH:7]2[CH2:16][CH2:15][C:14]3[C:9](=[CH:10][CH:11]=[C:12]([O:17][C:18]4[N:23]=[CH:22][C:21]([NH:24][S:25]([CH3:28])(=[O:27])=[O:26])=[CH:20][CH:19]=4)[CH:13]=3)[O:8]2)[CH:6]=[CH:5][CH:4]=[CH:3][CH:2]=1.[F:29]C1C=CC(C2CCC3C(=CC=C(OC4N=CC(N)=CC=4)C=3)O2)=CC=1, predict the reaction product. The product is: [F:29][C:4]1[CH:5]=[CH:6][C:1]([CH:7]2[CH2:16][CH2:15][C:14]3[C:9](=[CH:10][CH:11]=[C:12]([O:17][C:18]4[N:23]=[CH:22][C:21]([NH:24][S:25]([CH3:28])(=[O:27])=[O:26])=[CH:20][CH:19]=4)[CH:13]=3)[O:8]2)=[CH:2][CH:3]=1. (6) Given the reactants [OH-:1].[K+].[C:3]([NH:6][C:7]1[C:8]([I:33])=[C:9]([C:24]([N:26]([CH2:28][CH:29]([OH:32])[CH2:30][OH:31])[CH3:27])=[O:25])[C:10]([I:23])=[C:11]([C:21]=1[I:22])[C:12]([N:14]([CH2:16][CH:17]([OH:20])[CH2:18][OH:19])[CH3:15])=[O:13])(=[O:5])[CH3:4].B(O)(O)O.Cl[CH2:39][C:40]1([CH2:43]Cl)[CH2:42][O:41]1.Cl, predict the reaction product. The product is: [OH:1][C:40]([CH2:42][OH:41])([CH2:43][N:6]([C:7]1[C:21]([I:22])=[C:11]([C:12]([N:14]([CH2:16][CH:17]([OH:20])[CH2:18][OH:19])[CH3:15])=[O:13])[C:10]([I:23])=[C:9]([C:8]=1[I:33])[C:24]([N:26]([CH2:28][CH:29]([OH:32])[CH2:30][OH:31])[CH3:27])=[O:25])[C:3](=[O:5])[CH3:4])[CH2:39][N:6]([C:7]1[C:21]([I:22])=[C:11]([C:12]([N:14]([CH3:15])[CH2:16][CH:17]([OH:20])[CH2:18][OH:19])=[O:13])[C:10]([I:23])=[C:9]([C:8]=1[I:33])[C:24]([N:26]([CH3:27])[CH2:28][CH:29]([OH:32])[CH2:30][OH:31])=[O:25])[C:3](=[O:5])[CH3:4]. (7) Given the reactants [Mg].II.Br[CH2:5][C:6]1[CH:11]=[CH:10][CH:9]=[CH:8][CH:7]=1.[O:12]1[CH2:16][CH2:15][O:14][CH:13]1[C:17]1[CH:24]=[CH:23][C:20]([C:21]#N)=[CH:19][CH:18]=1.Cl.CC[O:28]CC, predict the reaction product. The product is: [O:12]1[CH2:16][CH2:15][O:14][CH:13]1[C:17]1[CH:24]=[CH:23][C:20]([C:21](=[O:28])[CH2:5][C:6]2[CH:11]=[CH:10][CH:9]=[CH:8][CH:7]=2)=[CH:19][CH:18]=1. (8) Given the reactants [S:1]1[CH:5]=[CH:4][CH:3]=[C:2]1[CH2:6][CH2:7][NH2:8].C1(CN)CCCCC1.[O:17]=[C:18]1[C:26]2([CH2:30][O:29][C:28]3[CH:31]=[C:32]4[C:36](=[CH:37][C:27]2=3)[CH2:35][CH2:34][O:33]4)[C:25]2[C:20](=[CH:21][CH:22]=[CH:23][CH:24]=2)[N:19]1[CH2:38][C:39]1[CH:47]=[CH:46][C:42]([C:43](O)=[O:44])=[CH:41][CH:40]=1.O=C1C2(COC3C=C4C(=CC2=3)CCO4)C2C(=CC=CC=2)N1CC1C=C(C=CC=1)C(O)=O, predict the reaction product. The product is: [O:17]=[C:18]1[C:26]2([CH2:30][O:29][C:28]3[CH:31]=[C:32]4[C:36](=[CH:37][C:27]2=3)[CH2:35][CH2:34][O:33]4)[C:25]2[C:20](=[CH:21][CH:22]=[CH:23][CH:24]=2)[N:19]1[CH2:38][C:39]1[CH:40]=[CH:41][C:42]([C:43]([NH:8][CH2:7][CH2:6][C:2]2[S:1][CH:5]=[CH:4][CH:3]=2)=[O:44])=[CH:46][CH:47]=1. (9) Given the reactants [C:1]([C:5]1[C:14]2[C:9](=[CH:10][CH:11]=[CH:12][CH:13]=2)[CH2:8][CH2:7][C:6]=1[NH:15]CC1C=CC=CC=1)([O:3][CH3:4])=[O:2], predict the reaction product. The product is: [C:1]([C@@H:5]1[C:14]2[C:9](=[CH:10][CH:11]=[CH:12][CH:13]=2)[CH2:8][CH2:7][C@@H:6]1[NH2:15])([O:3][CH3:4])=[O:2].